This data is from Experimentally validated miRNA-target interactions with 360,000+ pairs, plus equal number of negative samples. The task is: Binary Classification. Given a miRNA mature sequence and a target amino acid sequence, predict their likelihood of interaction. The miRNA is hsa-miR-6762-3p with sequence UGGCUGCUUCCCUUGGUCUCCAG. The protein sequence of the target gene is MCDIEEATNQLLDVNLHENQKSVQVTESDLGSESELLVTIGATVPTGFEQTAADEVREKLGSSCKISRDRGKIYFVISVESLAQVHCLRSVDNLFVVVQEFQDYQFKQTKEEVLKDFEDLAGKLPWSNPLKVWKINASFKKKKAKRKKINQNSSKEKINNGQEVKIDQRNVKKEFTSHALDSHILDYYENPAIKEDVSTLIGDDLASCKDETDESSKEETEPQVLKFRVTCNRAGEKHCFTSNEAARDFGGAVQDYFKWKADMTNFDVEVLLNIHDNEVIVGIALTEESLHRRNITHFGP.... Result: 0 (no interaction).